This data is from Reaction yield outcomes from USPTO patents with 853,638 reactions. The task is: Predict the reaction yield, written as a fraction of the theoretical maximum amount of product (1.0 means a 100% yield; for example, 0.34 means a 34% yield). (1) The reactants are [NH2:1][C:2]1[CH:7]=[CH:6][C:5]([C:8]2[CH2:9][C@@H:10]3[N:16]([CH:17]=2)[C:15](=[O:18])[C:14]2[CH:19]=[C:20]([O:63][CH3:64])[C:21]([O:23][CH2:24][CH2:25][CH2:26][O:27][C:28]4[C:60]([O:61][CH3:62])=[CH:59][C:31]5[C:32](=[O:58])[N:33]6[CH:48]=[C:47]([C:49]7[CH:57]=[CH:56][C:52]8[O:53][CH2:54][O:55][C:51]=8[CH:50]=7)[CH2:46][C@H:34]6[C:35](=O)[N:36](COCC[Si](C)(C)C)[C:30]=5[CH:29]=4)=[CH:22][C:13]=2[N:12](COCC[Si](C)(C)C)[C:11]3=O)=[CH:4][CH:3]=1.[Li+].[B-](CC)(CC)CC.O. The catalyst is C1COCC1. The product is [NH2:1][C:2]1[CH:3]=[CH:4][C:5]([C:8]2[CH2:9][C@@H:10]3[N:16]([CH:17]=2)[C:15](=[O:18])[C:14]2[CH:19]=[C:20]([O:63][CH3:64])[C:21]([O:23][CH2:24][CH2:25][CH2:26][O:27][C:28]4[C:60]([O:61][CH3:62])=[CH:59][C:31]5[C:32](=[O:58])[N:33]6[CH:48]=[C:47]([C:49]7[CH:57]=[CH:56][C:52]8[O:53][CH2:54][O:55][C:51]=8[CH:50]=7)[CH2:46][C@H:34]6[CH:35]=[N:36][C:30]=5[CH:29]=4)=[CH:22][C:13]=2[N:12]=[CH:11]3)=[CH:6][CH:7]=1. The yield is 0.530. (2) The reactants are [CH:1]1([C:4]2[NH:8][N:7]=[C:6]([NH:9][C:10]3[N:15]=[C:14]([N:16]4[CH2:21][CH2:20][O:19][CH2:18][CH2:17]4)[N:13]=[C:12]([N:22]4[CH2:26][C@@H:25]([O:27][CH3:28])[CH2:24][C@H:23]4[C:29](O)=[O:30])[N:11]=3)[CH:5]=2)[CH2:3][CH2:2]1.Cl.C(N=C=NCCCN(C)C)C.[NH2:44][C@@H:45]1[CH2:50][CH2:49][CH2:48][N:47]([C:51]([O:53][C:54]([CH3:57])([CH3:56])[CH3:55])=[O:52])[CH2:46]1.O.N1(O)C2C=CC=CC=2N=N1.CCN(CC)CC. The catalyst is CN(C=O)C. The product is [CH:1]1([C:4]2[NH:8][N:7]=[C:6]([NH:9][C:10]3[N:15]=[C:14]([N:16]4[CH2:21][CH2:20][O:19][CH2:18][CH2:17]4)[N:13]=[C:12]([N:22]4[CH2:26][C@@H:25]([O:27][CH3:28])[CH2:24][C@H:23]4[C:29]([NH:44][C@@H:45]4[CH2:50][CH2:49][CH2:48][N:47]([C:51]([O:53][C:54]([CH3:57])([CH3:56])[CH3:55])=[O:52])[CH2:46]4)=[O:30])[N:11]=3)[CH:5]=2)[CH2:3][CH2:2]1. The yield is 0.790. (3) The reactants are [CH2:1]([O:8][C:9]([N:11]1[CH2:17][CH2:16][CH2:15][NH:14][CH2:13][CH2:12]1)=[O:10])[C:2]1[CH:7]=[CH:6][CH:5]=[CH:4][CH:3]=1.C(=O)([O-])[O-].[K+].[K+].[CH3:24][N:25]([CH3:29])[CH2:26][CH2:27]Cl. The catalyst is CN(C)C=O. The product is [CH2:1]([O:8][C:9]([N:11]1[CH2:17][CH2:16][CH2:15][N:14]([CH2:27][CH2:26][N:25]([CH3:29])[CH3:24])[CH2:13][CH2:12]1)=[O:10])[C:2]1[CH:7]=[CH:6][CH:5]=[CH:4][CH:3]=1. The yield is 0.245. (4) The reactants are [BH4-].[Na+].C1COCC1.[CH:8]([C:10]1[Se:11][C:12]([C:15]2[Se:16][C:17]([C:20]3[Se:21][C:22]([CH:25]=[O:26])=[CH:23][CH:24]=3)=[CH:18][CH:19]=2)=[CH:13][CH:14]=1)=[O:9]. The catalyst is C(OCC)(=O)C. The product is [OH:26][CH2:25][C:22]1[Se:21][C:20]([C:17]2[Se:16][C:15]([C:12]3[Se:11][C:10]([CH2:8][OH:9])=[CH:14][CH:13]=3)=[CH:19][CH:18]=2)=[CH:24][CH:23]=1. The yield is 0.980. (5) The reactants are [C:1]1([CH:8]=[CH:7][CH:6]=[C:4]([OH:5])[CH:3]=1)[OH:2].CC[Mg+].[Br-].[C:13](Cl)(=[O:17])[C:14](Cl)=[O:15].[CH2:19]([OH:21])[CH3:20]. The catalyst is C(OCC)C.C1(C)C=CC=CC=1. The product is [CH2:19]([O:21][C:13](=[O:17])[C:14]([C:6]1[CH:7]=[CH:8][C:1]([OH:2])=[CH:3][C:4]=1[OH:5])=[O:15])[CH3:20]. The yield is 0.620. (6) The reactants are [F:1][C:2]([F:24])([F:23])[CH2:3][S:4][C:5]1[CH:10]=[C:9]([C:11]2[C:12]([C:16]([F:19])([F:18])[F:17])=[N:13][NH:14][CH:15]=2)[CH:8]=[CH:7][C:6]=1[CH:20]([F:22])[F:21].ClC1C=CC=C(C(OO)=[O:33])C=1.S([O-])([O-])=O.[Na+].[Na+]. The catalyst is C(Cl)(Cl)Cl. The product is [F:24][C:2]([F:1])([F:23])[CH2:3][S:4]([C:5]1[CH:10]=[C:9]([C:11]2[C:12]([C:16]([F:18])([F:19])[F:17])=[N:13][NH:14][CH:15]=2)[CH:8]=[CH:7][C:6]=1[CH:20]([F:22])[F:21])=[O:33]. The yield is 0.974.